Dataset: Forward reaction prediction with 1.9M reactions from USPTO patents (1976-2016). Task: Predict the product of the given reaction. (1) Given the reactants [Cl:1][C:2]1[N:7]=[CH:6][N:5]=[C:4]([NH2:8])[CH:3]=1.[C:9](OC(=O)C)(=[O:11])[CH3:10], predict the reaction product. The product is: [Cl:1][C:2]1[N:7]=[CH:6][N:5]=[C:4]([NH:8][C:9](=[O:11])[CH3:10])[CH:3]=1. (2) Given the reactants [OH:1][C:2]1[C:3]2[C:22]([CH3:23])=[CH:21][S:20][C:4]=2[N:5]([CH3:19])[C:6](=[O:18])[C:7]=1[C:8]([N:10]([C:12]1[CH:17]=[CH:16][CH:15]=[CH:14][CH:13]=1)[CH3:11])=[O:9].[C:24]([O:30][CH2:31]Cl)(=[O:29])[C:25]([CH3:28])([CH3:27])[CH3:26].N12CCCN=C1CCCCC2.[I-].[K+].Cl, predict the reaction product. The product is: [CH3:23][C:22]1[C:3]2[C:2]([O:1][CH2:31][O:30][C:24](=[O:29])[C:25]([CH3:28])([CH3:27])[CH3:26])=[C:7]([C:8](=[O:9])[N:10]([CH3:11])[C:12]3[CH:17]=[CH:16][CH:15]=[CH:14][CH:13]=3)[C:6](=[O:18])[N:5]([CH3:19])[C:4]=2[S:20][CH:21]=1. (3) Given the reactants [CH3:1][CH:2]1[O:9][C:7](=[O:8])[CH:6]([CH3:10])[O:5][C:3]1=[O:4].[C:11]1(=[O:18])[O:17][CH2:16][CH2:15][CH2:14][CH2:13][CH2:12]1.C(O)CCCCCCCCCCC, predict the reaction product. The product is: [C:11]1(=[O:18])[O:17][CH2:16][CH2:15][CH2:14][CH2:13][CH2:12]1.[CH3:1][CH:2]1[O:9][C:7](=[O:8])[CH:6]([CH3:10])[O:5][C:3]1=[O:4]. (4) Given the reactants [C:1]1(=O)[CH2:8][CH2:7][CH2:6][CH2:5][CH2:4][CH2:3][C:2]1=O.COP([CH2:17][C:18]([CH:20]1[CH2:22][CH2:21]1)=O)(=O)OC.O.[NH2:24][NH2:25], predict the reaction product. The product is: [CH:20]1([C:18]2[N:25]=[N:24][C:2]3[CH2:3][CH2:4][CH2:5][CH2:6][CH2:7][CH2:8][C:1]=3[CH:17]=2)[CH2:22][CH2:21]1. (5) Given the reactants [F:1][C:2]1[CH:3]=[C:4]([C@H:9]2[CH2:14][C@@H:13]([C:15]3[O:19][NH:18][C:17](=[O:20])[CH:16]=3)[CH2:12][CH2:11][N:10]2C(OC)=O)[CH:5]=[CH:6][C:7]=1[F:8].Br, predict the reaction product. The product is: [F:1][C:2]1[CH:3]=[C:4]([C@H:9]2[CH2:14][C@@H:13]([C:15]3[O:19][NH:18][C:17](=[O:20])[CH:16]=3)[CH2:12][CH2:11][NH:10]2)[CH:5]=[CH:6][C:7]=1[F:8]. (6) Given the reactants [NH:1]1[CH:5]=[CH:4][C:3]([C:6]([O:8][CH3:9])=[O:7])=[N:2]1.[CH3:10][C:11]1([CH3:14])[CH2:13][O:12]1.[C:15](=O)([O-])[O-].[Cs+].[Cs+], predict the reaction product. The product is: [OH:12][C:11]([CH3:14])([CH3:13])[CH2:10][N:1]1[CH:5]=[CH:4][C:3]([C:6]([O:8][CH2:9][CH3:15])=[O:7])=[N:2]1. (7) Given the reactants [NH2:1][C:2]1[C:3]2[N:4]([N:17]=[C:18]([C:20]3[O:21][CH:22]=[CH:23][CH:24]=3)[N:19]=2)[CH:5]=[C:6]([C:8]2[CH:9]=[C:10]([CH:14]=[CH:15][CH:16]=2)[C:11]([OH:13])=O)[N:7]=1.CN(C(ON1N=N[C:35]2[CH:36]=[CH:37][CH:38]=[N:39][C:34]1=2)=[N+](C)C)C.F[P-](F)(F)(F)(F)F.N1CCCCC1.C(N(C(C)C)CC)(C)C, predict the reaction product. The product is: [NH2:1][C:2]1[C:3]2[N:4]([N:17]=[C:18]([C:20]3[O:21][CH:22]=[CH:23][CH:24]=3)[N:19]=2)[CH:5]=[C:6]([C:8]2[CH:9]=[C:10]([C:11]([N:39]3[CH2:34][CH2:35][CH2:36][CH2:37][CH2:38]3)=[O:13])[CH:14]=[CH:15][CH:16]=2)[N:7]=1. (8) Given the reactants C([C@@:4]1([OH:23])[C@H:8]([O:9]C(=O)C)[C@@H:7]([CH2:13][OH:14])[S:6][C@H:5]1[N:15]1[CH:22]=[CH:21][C:19](=[O:20])[NH:18][C:16]1=[O:17])(=O)C.[P:24](Cl)([O-:34])[O:25]CC1C(=CC=CC=1)O.[O-:36][P:37]([O:40][P:41]([O-:44])([O-:43])=[O:42])(=[O:39])[O-:38].C([NH2+]CCCC)CCC.C([NH2+]CCCC)CCC.C([NH2+]CCCC)CCC.C([NH2+]CCCC)CCC.C(N)CCC.II.N, predict the reaction product. The product is: [P:24]([O:14][CH2:13][C@H:7]1[S:6][C@@H:5]([N:15]2[CH:22]=[CH:21][C:19](=[O:20])[NH:18][C:16]2=[O:17])[C@H:4]([OH:23])[C@@H:8]1[OH:9])([O:39][P:37]([O:40][P:41]([OH:44])([OH:43])=[O:42])([OH:38])=[O:36])(=[O:25])[OH:34]. (9) The product is: [N+:31]([C:26]1[CH:27]=[CH:28][CH:29]=[CH:30][C:25]=1[S:22]([NH:21][CH2:20][CH2:19][N:6]([C:7](=[O:18])[CH2:8][N:9]1[CH:17]=[C:15]([CH3:16])[C:13](=[O:14])[NH:12][C:10]1=[O:11])[CH2:5][C:4]([OH:34])=[O:3])(=[O:24])=[O:23])([O-:33])=[O:32]. Given the reactants C([O:3][C:4](=[O:34])[CH2:5][N:6]([CH2:19][CH2:20][NH:21][S:22]([C:25]1[CH:30]=[CH:29][CH:28]=[CH:27][C:26]=1[N+:31]([O-:33])=[O:32])(=[O:24])=[O:23])[C:7](=[O:18])[CH2:8][N:9]1[CH:17]=[C:15]([CH3:16])[C:13](=[O:14])[NH:12][C:10]1=[O:11])C.[OH-].[Li+].Cl, predict the reaction product. (10) Given the reactants [Cl:1][C:2]1[CH:3]=[CH:4][C:5]2[N:9]=[CH:8][N:7]([C:10]3[S:14][C:13]([C:15]([O:17][CH3:18])=[O:16])=[C:12]([OH:19])[CH:11]=3)[C:6]=2[CH:20]=1.[Cl:21][C:22]1[CH:29]=[C:28]([F:30])[CH:27]=[CH:26][C:23]=1[CH2:24]Br, predict the reaction product. The product is: [Cl:1][C:2]1[CH:3]=[CH:4][C:5]2[N:9]=[CH:8][N:7]([C:10]3[S:14][C:13]([C:15]([O:17][CH3:18])=[O:16])=[C:12]([O:19][CH2:24][C:23]4[CH:26]=[CH:27][C:28]([F:30])=[CH:29][C:22]=4[Cl:21])[CH:11]=3)[C:6]=2[CH:20]=1.